From a dataset of Cav3 T-type calcium channel HTS with 100,875 compounds. Binary Classification. Given a drug SMILES string, predict its activity (active/inactive) in a high-throughput screening assay against a specified biological target. (1) The compound is FC(F)c1n2ncc(C(=O)N3CCCc4c3cccc4)c2nc(c1)c1ccccc1. The result is 0 (inactive). (2) The compound is O=C/1N(CC=C)C(=O)NC(=O)C1=C(\Nc1c(OC)ccc(OC)c1)CC. The result is 0 (inactive). (3) The drug is O=C1N(C(=O)C2C1CC=CC2)CC(=O)Nc1ccc(c2n3CCCCCc3nn2)cc1. The result is 0 (inactive). (4) The drug is ClC(Cl)(Cl)C(Sc1ccc(Cl)cc1)NC(=O)CC(C)C. The result is 0 (inactive). (5) The molecule is Clc1cc2sc(NC(=O)C(NS(=O)(=O)c3cc4sc(nc4cc3)C)C(C)C)nc2cc1. The result is 0 (inactive). (6) The compound is Fc1ccc(N2CCN(C(=O)CN3CCC(n4nnc5c4ccc(c5)C)CC3)CC2)cc1. The result is 0 (inactive). (7) The compound is Clc1cc(C(=O)CN2c3c(OC(C2=O)C)ccc(c3)C)ccc1. The result is 0 (inactive). (8) The drug is S(CC(N1Cc2c(C1=O)cccc2)C(=O)NC1CCCCC1)Cc1ccccc1. The result is 0 (inactive). (9) The result is 0 (inactive). The compound is Brc1cc2c(ncnc2OCC(=O)/C(=C(\N)C)C#N)cc1.